The task is: Binary Classification. Given a drug SMILES string, predict its activity (active/inactive) in a high-throughput screening assay against a specified biological target.. This data is from Orexin1 receptor HTS with 218,158 compounds and 233 confirmed actives. The drug is S=c1n(c2NCN(C(CC)C)Cc2c(=O)[nH]1)c1cc(ccc1)C. The result is 0 (inactive).